This data is from Blood-brain barrier penetration binary classification data from Martins et al.. The task is: Regression/Classification. Given a drug SMILES string, predict its absorption, distribution, metabolism, or excretion properties. Task type varies by dataset: regression for continuous measurements (e.g., permeability, clearance, half-life) or binary classification for categorical outcomes (e.g., BBB penetration, CYP inhibition). Dataset: bbb_martins. (1) The drug is Cc1nc(C)c2c(n1)N(Cc1ccc(-c3ccccc3-c3nn[nH]n3)cc1)C(=O)CC2. The result is 1 (penetrates BBB). (2) The molecule is CCC(C)C(CC)C(=O)NC(N)=O. The result is 1 (penetrates BBB). (3) The drug is OCCN1CCN(CCCN2c3ccccc3Sc3ccc(C(F)(F)F)cc32)CC1. The result is 1 (penetrates BBB). (4) The molecule is C[N+](C)([O-])CC/C=C1/c2ccccc2C=Cc2c(Cl)cccc21. The result is 1 (penetrates BBB). (5) The drug is CN1CCC2=C(C1)c1ccccc1Cc1ccccc12. The result is 1 (penetrates BBB). (6) The compound is Cc1[nH]nc2c1N(c1ccccc1)C(=O)CC(=O)N2C. The result is 1 (penetrates BBB). (7) The molecule is OC[C@H]1O[C@@H](n2cnc3c2NC=NC[C@H]3O)C[C@@H]1O. The result is 1 (penetrates BBB).